From a dataset of Forward reaction prediction with 1.9M reactions from USPTO patents (1976-2016). Predict the product of the given reaction. The product is: [C:8]([O:12][C:13](=[O:19])[C@H:14]([CH:16]([CH3:17])[CH3:18])[NH:15][C:26](=[O:27])[CH2:25][O:24][CH2:23][CH2:22][O:21][CH3:20])([CH3:11])([CH3:10])[CH3:9]. Given the reactants C(N(CC)CC)C.[C:8]([O:12][C:13](=[O:19])[C@H:14]([CH:16]([CH3:18])[CH3:17])[NH2:15])([CH3:11])([CH3:10])[CH3:9].[CH3:20][O:21][CH2:22][CH2:23][O:24][CH2:25][C:26](O)=[O:27].C(OP(C#N)(=O)OCC)C, predict the reaction product.